Predict the reactants needed to synthesize the given product. From a dataset of Full USPTO retrosynthesis dataset with 1.9M reactions from patents (1976-2016). (1) Given the product [CH3:20][N:18]([CH3:19])[C:16]1[CH:15]=[CH:14][C:12]2[S:13][C:9](/[CH:8]=[CH:7]/[CH:6]=[CH:5]/[C:4]([OH:21])=[O:3])=[CH:10][C:11]=2[CH:17]=1, predict the reactants needed to synthesize it. The reactants are: C([O:3][C:4](=[O:21])/[CH:5]=[CH:6]/[CH:7]=[CH:8]/[C:9]1[S:13][C:12]2[CH:14]=[CH:15][C:16]([N:18]([CH3:20])[CH3:19])=[CH:17][C:11]=2[CH:10]=1)C.NO.[OH-].[K+].CO.Cl. (2) Given the product [Cl:1][C:2]1[CH:10]=[CH:9][CH:8]=[CH:7][C:3]=1[C:4]([NH:15][CH3:14])=[O:5], predict the reactants needed to synthesize it. The reactants are: [Cl:1][C:2]1[CH:10]=[CH:9][CH:8]=[CH:7][C:3]=1[C:4](O)=[O:5].CN.C[CH2:14][N:15]=C=NCCCN(C)C.C1C=NC2N(O)N=NC=2C=1. (3) Given the product [CH3:37][O:38][C:39]1[CH:48]=[C:47]([O:49][CH3:50])[CH:46]=[C:45]2[C:40]=1[C:41](=[O:63])[NH:42][C:43]([C:51]1[CH:56]=[CH:55][C:54]([N:57]3[CH2:58][CH2:59][N:60]([C:6]([C:2]4[S:1][CH:5]=[CH:4][CH:3]=4)=[O:8])[CH2:61][CH2:62]3)=[CH:53][CH:52]=1)=[N:44]2, predict the reactants needed to synthesize it. The reactants are: [S:1]1[CH:5]=[CH:4][CH:3]=[C:2]1[C:6]([OH:8])=O.C1C=CC2N(O)N=NC=2C=1.CCN=C=NCCCN(C)C.CCN(CC)CC.[CH3:37][O:38][C:39]1[CH:48]=[C:47]([O:49][CH3:50])[CH:46]=[C:45]2[C:40]=1[C:41](=[O:63])[NH:42][C:43]([C:51]1[CH:56]=[CH:55][C:54]([N:57]3[CH2:62][CH2:61][NH:60][CH2:59][CH2:58]3)=[CH:53][CH:52]=1)=[N:44]2. (4) Given the product [C:55]1(=[O:56])[O:57][C:52](=[O:58])[CH:53]=[CH:54]1.[CH:1]12[CH2:7][CH:4]([CH:5]=[CH:6]1)[CH2:3][CH:2]2[C:8]([O:10][CH2:11][CH2:12][OH:13])=[O:9].[CH:14]12[CH2:20][CH:17]([CH:18]=[CH:19]1)[CH2:16][CH:15]2[C:21]([O:23][C:24]([CH3:27])([CH3:26])[CH3:25])=[O:22].[CH:28]12[CH2:34][CH:31]([CH:32]=[CH:33]1)[CH2:30][CH:29]2[C:35]([OH:37])=[O:36].[C:38]([O:42][CH2:43][CH2:44][CH:45]([O:47][C:48](=[O:51])[CH:49]=[CH2:50])[CH3:46])(=[O:41])[CH:39]=[CH2:40], predict the reactants needed to synthesize it. The reactants are: [CH:1]12[CH2:7][CH:4]([CH:5]=[CH:6]1)[CH2:3][CH:2]2[C:8]([O:10][CH2:11][CH2:12][OH:13])=[O:9].[CH:14]12[CH2:20][CH:17]([CH:18]=[CH:19]1)[CH2:16][CH:15]2[C:21]([O:23][C:24]([CH3:27])([CH3:26])[CH3:25])=[O:22].[CH:28]12[CH2:34][CH:31]([CH:32]=[CH:33]1)[CH2:30][CH:29]2[C:35]([OH:37])=[O:36].[C:38]([O:42][CH2:43][CH2:44][CH:45]([O:47][C:48](=[O:51])[CH:49]=[CH2:50])[CH3:46])(=[O:41])[CH:39]=[CH2:40].[C:52]1(=[O:58])[O:57][C:55](=[O:56])[CH:54]=[CH:53]1.N(C(C)(C)C#N)=NC(C)(C)C#N.